From a dataset of Forward reaction prediction with 1.9M reactions from USPTO patents (1976-2016). Predict the product of the given reaction. (1) Given the reactants [Si](O[CH2:19][C:20]1([CH:25]=[O:26])[CH2:24][CH2:23][CH2:22][CH2:21]1)(C(C)(C)C)(C1C=CC=CC=1)C1C=CC=CC=1.[CH3:27][N:28]([CH2:30][C:31]1[C:39]2[O:38][N:37]=[C:36]([CH2:40][CH2:41][CH:42]3[CH2:47][CH2:46][NH:45][CH2:44][CH2:43]3)[C:35]=2[CH:34]=[CH:33][C:32]=1[O:48][CH2:49][CH:50]1[CH2:52][CH2:51]1)[CH3:29], predict the reaction product. The product is: [CH:50]1([CH2:49][O:48][C:32]2[CH:33]=[CH:34][C:35]3[C:36]([CH2:40][CH2:41][CH:42]4[CH2:47][CH2:46][N:45]([CH2:19][C:20]5([CH2:25][OH:26])[CH2:21][CH2:22][CH2:23][CH2:24]5)[CH2:44][CH2:43]4)=[N:37][O:38][C:39]=3[C:31]=2[CH2:30][N:28]([CH3:29])[CH3:27])[CH2:52][CH2:51]1. (2) Given the reactants [Br:1][C:2]1[CH:3]=[N:4][N:5]2[CH:10]=[CH:9][C:8]([N:11]3[CH2:16][CH2:15][NH:14][CH2:13][CH2:12]3)=[N:7][C:6]=12.[C:17](Cl)(=[O:23])[O:18][CH2:19][CH2:20][O:21][CH3:22], predict the reaction product. The product is: [Br:1][C:2]1[CH:3]=[N:4][N:5]2[CH:10]=[CH:9][C:8]([N:11]3[CH2:16][CH2:15][N:14]([C:17]([O:18][CH2:19][CH2:20][O:21][CH3:22])=[O:23])[CH2:13][CH2:12]3)=[N:7][C:6]=12. (3) Given the reactants [C:1]1([Mg]Br)[CH:6]=[CH:5][CH:4]=[CH:3][CH:2]=1.[N:9]1[C:16]([Cl:17])=[N:15][C:13](Cl)=[N:12][C:10]=1[Cl:11], predict the reaction product. The product is: [Cl:11][C:10]1[N:9]=[C:16]([Cl:17])[N:15]=[C:13]([C:1]2[CH:6]=[CH:5][CH:4]=[CH:3][CH:2]=2)[N:12]=1.